The task is: Predict the reaction yield, written as a fraction of the theoretical maximum amount of product (1.0 means a 100% yield; for example, 0.34 means a 34% yield).. This data is from Reaction yield outcomes from USPTO patents with 853,638 reactions. (1) The reactants are [N+:1]([C:4]1[CH:5]=[C:6]([C:11]([F:14])([F:13])[F:12])[C:7](O)=[N:8][CH:9]=1)([O-:3])=[O:2].O=S(Cl)[Cl:17].CN(C=O)C. No catalyst specified. The product is [Cl:17][C:7]1[C:6]([C:11]([F:14])([F:13])[F:12])=[CH:5][C:4]([N+:1]([O-:3])=[O:2])=[CH:9][N:8]=1. The yield is 0.551. (2) The product is [CH3:20][C:11]1[C:10]([N:9]2[C:3]3[C:4]([CH3:8])=[CH:5][CH:6]=[CH:7][C:2]=3[N:1]=[CH:21]2)=[CH:19][CH:18]=[CH:17][C:12]=1[C:13]([O:15][CH3:16])=[O:14]. The reactants are [NH2:1][C:2]1[CH:7]=[CH:6][CH:5]=[C:4]([CH3:8])[C:3]=1[NH:9][C:10]1[C:11]([CH3:20])=[C:12]([CH:17]=[CH:18][CH:19]=1)[C:13]([O:15][CH3:16])=[O:14].[CH3:21]OC(OC)OC. The yield is -1.00. The catalyst is C(O)(=O)C. (3) The reactants are C([C:5]([Br:17])(CCCC)[C:6]1[CH:11]=[CH:10][C:9]([F:12])=[CH:8][CH:7]=1)CCC.C1C=C(Cl)C=C(C(OO)=O)C=1.[S:29]([O-])([O-:31])=[O:30].[Na+].[Na+].C(OCC)(=O)C. The catalyst is C(Cl)Cl. The product is [S:29](=[C:5]([Br:17])[C:6]1[CH:11]=[CH:10][C:9]([F:12])=[CH:8][CH:7]=1)(=[O:31])=[O:30]. The yield is 0.980. (4) The reactants are [CH3:1][C:2]1[N:3]([C:8]2[CH:12]=[C:11]([C:13]3(OC(SC)=S)[CH2:16][O:15][CH2:14]3)[N:10]([CH2:22][O:23][CH2:24][CH2:25][Si:26]([CH3:29])([CH3:28])[CH3:27])[N:9]=2)[C:4]([CH3:7])=[CH:5][CH:6]=1.C([SnH](CCCC)CCCC)CCC.CC(N=NC(C#N)(C)C)(C#N)C. The catalyst is C1(C)C=CC=CC=1. The product is [CH3:7][C:4]1[N:3]([C:8]2[CH:12]=[C:11]([CH:13]3[CH2:14][O:15][CH2:16]3)[N:10]([CH2:22][O:23][CH2:24][CH2:25][Si:26]([CH3:28])([CH3:27])[CH3:29])[N:9]=2)[C:2]([CH3:1])=[CH:6][CH:5]=1. The yield is 0.380. (5) The reactants are [NH2:1][C:2]1[CH:29]=[CH:28][C:5]2[NH:6][C:7]3[N:8]([N:9]=[C:10]([C:15]4[CH:20]=[CH:19][C:18]([O:21][C:22]5[CH:27]=[CH:26][CH:25]=[CH:24][CH:23]=5)=[CH:17][CH:16]=4)[C:11]=3[C:12]([NH2:14])=[O:13])[C:4]=2[CH:3]=1.[C:30](Cl)(=[O:33])[CH:31]=[CH2:32]. The catalyst is C(Cl)Cl. The product is [C:30]([NH:1][C:2]1[CH:29]=[CH:28][C:5]2[NH:6][C:7]3[N:8]([N:9]=[C:10]([C:15]4[CH:16]=[CH:17][C:18]([O:21][C:22]5[CH:27]=[CH:26][CH:25]=[CH:24][CH:23]=5)=[CH:19][CH:20]=4)[C:11]=3[C:12]([NH2:14])=[O:13])[C:4]=2[CH:3]=1)(=[O:33])[CH:31]=[CH2:32]. The yield is 0.0780. (6) The reactants are [Br:1][C:2]1[CH:8]=[CH:7][C:5]([NH2:6])=[CH:4][C:3]=1[CH3:9].[Br:10][CH2:11][C:12](Cl)=[O:13]. The catalyst is [OH-].[Na+].ClCCl. The product is [Br:10][CH2:11][C:12]([NH:6][C:5]1[CH:7]=[CH:8][C:2]([Br:1])=[C:3]([CH3:9])[CH:4]=1)=[O:13]. The yield is 0.710.